Task: Predict the reactants needed to synthesize the given product.. Dataset: Full USPTO retrosynthesis dataset with 1.9M reactions from patents (1976-2016) (1) Given the product [ClH:29].[NH2:17][CH2:16][C:15]([N:13]1[CH2:14][C@H:10]([NH:9][C:1](=[O:8])[C:2]2[CH:3]=[CH:4][CH:5]=[CH:6][CH:7]=2)[CH2:11][C@H:12]1[C:26]([OH:28])=[O:27])=[O:25], predict the reactants needed to synthesize it. The reactants are: [C:1]([NH:9][C@H:10]1[CH2:14][N:13]([C:15](=[O:25])[CH2:16][NH:17]C(OC(C)(C)C)=O)[C@H:12]([C:26]([OH:28])=[O:27])[CH2:11]1)(=[O:8])[C:2]1[CH:7]=[CH:6][CH:5]=[CH:4][CH:3]=1.[ClH:29].O. (2) Given the product [C:1]([O:5][C:6]([NH:7][CH2:8][CH2:9][C:10]1[CH:15]=[CH:14][C:13]([O:16][S:26]([C:25]([F:38])([F:37])[F:24])(=[O:28])=[O:27])=[CH:12][CH:11]=1)=[O:17])([CH3:4])([CH3:2])[CH3:3], predict the reactants needed to synthesize it. The reactants are: [C:1]([O:5][C:6](=[O:17])[NH:7][CH2:8][CH2:9][C:10]1[CH:15]=[CH:14][C:13]([OH:16])=[CH:12][CH:11]=1)([CH3:4])([CH3:3])[CH3:2].N1C=CC=CC=1.[F:24][C:25]([F:38])([F:37])[S:26](O[S:26]([C:25]([F:38])([F:37])[F:24])(=[O:28])=[O:27])(=[O:28])=[O:27].O. (3) Given the product [F:34][C:35]([F:40])([F:39])[C:36]([OH:38])=[O:37].[C:1]([O:7][C@@H:8]1[C@@H:12]([CH2:13][OH:14])[O:11][C@@H:10]([N:15]2[CH:22]=[C:21]([C:23]#[C:24][CH2:25][NH2:26])[C:19](=[O:20])[NH:18][C:16]2=[O:17])[CH2:9]1)(=[O:6])[C:2]([CH3:4])([CH3:5])[CH3:3], predict the reactants needed to synthesize it. The reactants are: [C:1]([O:7][C@@H:8]1[C@@H:12]([CH2:13][OH:14])[O:11][C@@H:10]([N:15]2[CH:22]=[C:21]([C:23]#[C:24][CH2:25][NH:26]C(OC(C)(C)C)=O)[C:19](=[O:20])[NH:18][C:16]2=[O:17])[CH2:9]1)(=[O:6])[C:2]([CH3:5])([CH3:4])[CH3:3].[F:34][C:35]([F:40])([F:39])[C:36]([OH:38])=[O:37]. (4) Given the product [CH3:25][O:26][C:27]1[CH:23]=[C:24]2[C:12]([CH2:17][CH2:16][C:15](=[O:19])[C:14]2([CH3:13])[CH3:1])=[CH:11][CH:10]=1, predict the reactants needed to synthesize it. The reactants are: [CH3:1]C(C)([O-])C.[Na+].COC1C=[C:17]2[C:12]([CH2:13][CH2:14][C:15](=[O:19])[CH2:16]2)=[CH:11][CH:10]=1.CI.O.[CH2:23]1[CH2:27][O:26][CH2:25][CH2:24]1. (5) Given the product [CH:1]1([CH2:5][C:6]2([CH3:23])[C:15]3[C:10](=[CH:11][CH:12]=[CH:13][CH:14]=3)[C:9]([OH:16])=[CH:8][C:7]2=[O:22])[CH2:2][CH2:3][CH2:4]1, predict the reactants needed to synthesize it. The reactants are: [CH:1]1([CH2:5][C:6]2([CH3:23])[C:15]3[C:10](=[CH:11][CH:12]=[CH:13][CH:14]=3)[C:9]([OH:16])=[C:8](C(OCC)=O)[C:7]2=[O:22])[CH2:4][CH2:3][CH2:2]1.